Dataset: Full USPTO retrosynthesis dataset with 1.9M reactions from patents (1976-2016). Task: Predict the reactants needed to synthesize the given product. (1) Given the product [CH2:6]([O:13][C:14]([NH:16][C@@H:17]([CH2:22][C:23](=[O:24])[CH3:3])[C:18]([O:20][CH3:21])=[O:19])=[O:15])[C:7]1[CH:12]=[CH:11][CH:10]=[CH:9][CH:8]=1, predict the reactants needed to synthesize it. The reactants are: [Br-].[Li+].[CH3:3][Mg]Cl.[CH2:6]([O:13][C:14]([NH:16][C@@H:17]([CH2:22][C:23](Cl)=[O:24])[C:18]([O:20][CH3:21])=[O:19])=[O:15])[C:7]1[CH:12]=[CH:11][CH:10]=[CH:9][CH:8]=1.[Cl-].[NH4+]. (2) Given the product [NH:1]1[C:9]2=[N:8][CH:7]=[CH:6][CH:5]=[C:4]2[C:3]([C:14](=[O:16])[CH3:15])=[CH:2]1, predict the reactants needed to synthesize it. The reactants are: [NH:1]1[C:9]2[C:4](=[CH:5][CH:6]=[CH:7][N:8]=2)[CH:3]=[CH:2]1.[Al+3].[Cl-].[Cl-].[Cl-].[C:14](Cl)(=[O:16])[CH3:15].